Dataset: Catalyst prediction with 721,799 reactions and 888 catalyst types from USPTO. Task: Predict which catalyst facilitates the given reaction. (1) Reactant: [O:1]([C:8]1[CH:13]=[CH:12][C:11]([C:14]2[C:22]3[C:17](=[N:18][CH:19]=[N:20][C:21]=3[NH2:23])[NH:16][N:15]=2)=[CH:10][CH:9]=1)[C:2]1[CH:7]=[CH:6][CH:5]=[CH:4][CH:3]=1.CS(O[C@H:29]1[CH2:32][C@@H:31]([CH2:33][O:34][CH2:35][C:36]2[CH:41]=[CH:40][CH:39]=[CH:38][CH:37]=2)[CH2:30]1)(=O)=O.C(=O)([O-])[O-].[Cs+].[Cs+].O. Product: [CH2:35]([O:34][CH2:33][C@H:31]1[CH2:32][C@H:29]([N:16]2[C:17]3=[N:18][CH:19]=[N:20][C:21]([NH2:23])=[C:22]3[C:14]([C:11]3[CH:12]=[CH:13][C:8]([O:1][C:2]4[CH:7]=[CH:6][CH:5]=[CH:4][CH:3]=4)=[CH:9][CH:10]=3)=[N:15]2)[CH2:30]1)[C:36]1[CH:41]=[CH:40][CH:39]=[CH:38][CH:37]=1. The catalyst class is: 9. (2) Reactant: [C:1]([S:4][CH:5]([CH2:10][CH2:11][C:12]1[CH:17]=[CH:16][CH:15]=[CH:14][CH:13]=1)[CH2:6][C:7]([OH:9])=[O:8])(=[O:3])[CH3:2].OS(O)(=O)=O. Product: [C:12]([O:8][C:7](=[O:9])[CH2:6][CH:5]([S:4][C:1](=[O:3])[CH3:2])[CH2:10][CH2:11][C:12]1[CH:13]=[CH:14][CH:15]=[CH:16][CH:17]=1)([CH3:17])([CH3:13])[CH3:11]. The catalyst class is: 2. (3) Reactant: Br[C:2]1[CH:3]=[CH:4][C:5]2[O:9][C:8](=[O:10])[N:7]([CH3:11])[C:6]=2[CH:12]=1.CC1(C)C(C)(C)OB([C:21]2[CH:22]=[C:23]([CH:27]=[O:28])[CH:24]=[N:25][CH:26]=2)O1.C([O-])([O-])=O.[Na+].[Na+]. Product: [CH3:11][N:7]1[C:6]2[CH:12]=[C:2]([C:21]3[CH:22]=[C:23]([CH:27]=[O:28])[CH:24]=[N:25][CH:26]=3)[CH:3]=[CH:4][C:5]=2[O:9][C:8]1=[O:10]. The catalyst class is: 104. (4) Reactant: [OH:1][C:2]1[CH:3]=[C:4]([CH:8]=[C:9]([S:11]([F:16])([F:15])([F:14])([F:13])[F:12])[CH:10]=1)[C:5]([OH:7])=[O:6].[C:17]([O:21][C:22](=[O:28])[NH:23][CH2:24][CH2:25][CH2:26]Br)([CH3:20])([CH3:19])[CH3:18].C(=O)([O-])[O-].[Cs+].[Cs+].Cl.O.[OH-].[Li+]. Product: [C:17]([O:21][C:22]([NH:23][CH2:24][CH2:25][CH2:26][O:1][C:2]1[CH:3]=[C:4]([CH:8]=[C:9]([S:11]([F:16])([F:12])([F:13])([F:14])[F:15])[CH:10]=1)[C:5]([OH:7])=[O:6])=[O:28])([CH3:20])([CH3:19])[CH3:18]. The catalyst class is: 248. (5) Reactant: [Br:1][C:2]1[CH:7]=[CH:6][C:5]([O:8][CH3:9])=[C:4]([N+:10]([O-:12])=[O:11])[C:3]=1[CH3:13].CO[CH:16](OC)[N:17]([CH3:19])[CH3:18].N1CC[CH2:24][CH2:23]1. Product: [Br:1][C:2]1[C:3](/[CH:13]=[CH:19]/[N:17]2[CH2:16][CH2:24][CH2:23][CH2:18]2)=[C:4]([N+:10]([O-:12])=[O:11])[C:5]([O:8][CH3:9])=[CH:6][CH:7]=1. The catalyst class is: 3. (6) Reactant: Cl[C:2]1[C:11]2[C:6](=[CH:7][C:8]([F:12])=[CH:9][CH:10]=2)[N:5]=[C:4]([C:13]2[CH:18]=[CH:17][CH:16]=[CH:15][C:14]=2[S:19]([CH3:22])(=[O:21])=[O:20])[C:3]=1[CH3:23].[I:24][C:25]1[CH:33]=[C:32]2[C:28]([C:29]([CH3:35])([CH3:34])[CH2:30][NH:31]2)=[CH:27][CH:26]=1.Cl. Product: [F:12][C:8]1[CH:7]=[C:6]2[C:11]([C:2]([N:31]3[C:32]4[C:28](=[CH:27][CH:26]=[C:25]([I:24])[CH:33]=4)[C:29]([CH3:35])([CH3:34])[CH2:30]3)=[C:3]([CH3:23])[C:4]([C:13]3[CH:18]=[CH:17][CH:16]=[CH:15][C:14]=3[S:19]([CH3:22])(=[O:21])=[O:20])=[N:5]2)=[CH:10][CH:9]=1. The catalyst class is: 37. (7) Reactant: [NH:1]1[CH2:6][CH2:5][O:4][CH2:3][CH2:2]1.[Cl:7][C:8]1[N:16]=[C:15]2[C:11]([NH:12][CH:13]=[N:14]2)=[C:10](Cl)[N:9]=1. Product: [Cl:7][C:8]1[N:16]=[C:15]2[C:11]([N:12]=[CH:13][NH:14]2)=[C:10]([N:1]2[CH2:6][CH2:5][O:4][CH2:3][CH2:2]2)[N:9]=1. The catalyst class is: 8.